This data is from CYP2C9 inhibition data for predicting drug metabolism from PubChem BioAssay. The task is: Regression/Classification. Given a drug SMILES string, predict its absorption, distribution, metabolism, or excretion properties. Task type varies by dataset: regression for continuous measurements (e.g., permeability, clearance, half-life) or binary classification for categorical outcomes (e.g., BBB penetration, CYP inhibition). Dataset: cyp2c9_veith. (1) The drug is Cc1cccc(NC(=O)CSc2nnc(-c3ccco3)c(-c3ccco3)n2)c1C. The result is 1 (inhibitor). (2) The compound is COc1ccc(CCNc2cc(N3CCN(C(=O)c4ccccc4F)CC3)ccc2[N+](=O)[O-])cc1OC. The result is 1 (inhibitor).